Dataset: Reaction yield outcomes from USPTO patents with 853,638 reactions. Task: Predict the reaction yield, written as a fraction of the theoretical maximum amount of product (1.0 means a 100% yield; for example, 0.34 means a 34% yield). (1) The reactants are [C:1]([O:5][C:6]([CH2:8][CH:9]([C:18]1[CH:26]=[CH:25][C:21]([C:22](O)=[O:23])=[CH:20][CH:19]=1)[NH:10][C:11]([O:13][C:14]([CH3:17])([CH3:16])[CH3:15])=[O:12])=[O:7])([CH3:4])([CH3:3])[CH3:2].CC[N:29]([CH:33]([CH3:35])C)[CH:30]([CH3:32])C.[CH3:36][N:37](C(ON1N=NC2C=CC=CC1=2)=[N+](C)C)C.[B-](F)(F)(F)F.C1C=CC2N(O)N=NC=2C=1.NC1C=CN=CC=1.CN(C(ON1N=NC2C=CC=CC1=2)=[N+](C)C)C.[B-](F)(F)(F)F. The catalyst is CN(C=O)C. The product is [C:1]([O:5][C:6](=[O:7])[CH2:8][CH:9]([NH:10][C:11]([O:13][C:14]([CH3:17])([CH3:15])[CH3:16])=[O:12])[C:18]1[CH:26]=[CH:25][C:21]([C:22](=[O:23])[NH:37][C:36]2[CH:32]=[CH:30][N:29]=[CH:33][CH:35]=2)=[CH:20][CH:19]=1)([CH3:4])([CH3:3])[CH3:2]. The yield is 0.950. (2) The product is [ClH:36].[F:1][C:2]1[C:7]([CH3:8])=[CH:6][C:5]2[N:9]([CH:10]3[CH2:15][CH2:14][N:13]([C@H:16]4[CH2:21][CH2:20][C@@H:19]([O:22][CH2:23][CH2:24][CH3:25])[CH2:18][CH2:17]4)[CH2:12][CH2:11]3)[C:37](=[O:39])[NH:26][C:4]=2[CH:3]=1. The yield is 0.510. The reactants are [F:1][C:2]1[CH:3]=[C:4]([NH2:26])[C:5]([NH:9][CH:10]2[CH2:15][CH2:14][N:13]([C@H:16]3[CH2:21][CH2:20][C@@H:19]([O:22][CH2:23][CH2:24][CH3:25])[CH2:18][CH2:17]3)[CH2:12][CH2:11]2)=[CH:6][C:7]=1[CH3:8].C(N(C(C)C)CC)(C)C.[Cl:36][C:37](Cl)([O:39]C(=O)OC(Cl)(Cl)Cl)Cl.C([O-])(O)=O.[Na+]. The catalyst is ClCCl.O. (3) The reactants are [O:1]=[C:2]1[CH:20]=[C:19]([CH:21]2[CH2:26][CH2:25][N:24](C(OC(C)(C)C)=O)[CH2:23][CH2:22]2)[N:5]2[N:6]=[C:7]3[C:12]([C:11]([C:13]4[CH:18]=[CH:17][CH:16]=[CH:15][CH:14]=4)=[CH:10][CH:9]=[CH:8]3)=[C:4]2[NH:3]1.[ClH:34]. The product is [ClH:34].[C:13]1([C:11]2[C:12]3[C:7]([CH:8]=[CH:9][CH:10]=2)=[N:6][N:5]2[C:19]([CH:21]4[CH2:26][CH2:25][NH:24][CH2:23][CH2:22]4)=[CH:20][C:2](=[O:1])[NH:3][C:4]=32)[CH:18]=[CH:17][CH:16]=[CH:15][CH:14]=1. The catalyst is O1CCOCC1. The yield is 0.850. (4) The reactants are [CH:1]([N:14]1[C:22]2[C:17](=[CH:18][C:19]([Cl:23])=[CH:20][CH:21]=2)[C:16]([CH2:24][CH2:25][O:26][C:27]2[CH:35]=[CH:34][C:30]([C:31]([OH:33])=[O:32])=[CH:29][CH:28]=2)=[C:15]1[CH2:36][CH2:37][NH:38]S(CC1C=CC=CC=1)(=O)=O)([C:8]1[CH:13]=[CH:12][CH:11]=[CH:10][CH:9]=1)[C:2]1[CH:7]=[CH:6][CH:5]=[CH:4][CH:3]=1.[Cl:49][C:50]1[CH:51]=[C:52]([S:57](Cl)(=[O:59])=[O:58])[CH:53]=[CH:54][C:55]=1[Cl:56]. No catalyst specified. The product is [CH:1]([N:14]1[C:22]2[C:17](=[CH:18][C:19]([Cl:23])=[CH:20][CH:21]=2)[C:16]([CH2:24][CH2:25][O:26][C:27]2[CH:35]=[CH:34][C:30]([C:31]([OH:33])=[O:32])=[CH:29][CH:28]=2)=[C:15]1[CH2:36][CH2:37][NH:38][S:57]([C:52]1[CH:53]=[CH:54][C:55]([Cl:56])=[C:50]([Cl:49])[CH:51]=1)(=[O:59])=[O:58])([C:2]1[CH:3]=[CH:4][CH:5]=[CH:6][CH:7]=1)[C:8]1[CH:9]=[CH:10][CH:11]=[CH:12][CH:13]=1. The yield is 0.600. (5) The reactants are [CH:1]([C:4]1[CH:9]=[CH:8][C:7]([C:10]2[C:14]3[C:15]([CH3:21])=[C:16]([CH3:20])[C:17]([CH3:19])=[CH:18][C:13]=3[O:12][CH:11]=2)=[CH:6][CH:5]=1)([CH3:3])[CH3:2]. The catalyst is CO. The product is [CH:1]([C:4]1[CH:5]=[CH:6][C:7]([CH:10]2[C:14]3[C:15]([CH3:21])=[C:16]([CH3:20])[C:17]([CH3:19])=[CH:18][C:13]=3[O:12][CH2:11]2)=[CH:8][CH:9]=1)([CH3:3])[CH3:2]. The yield is 0.740. (6) The reactants are [CH3:1][O:2][C:3]([C:5]1[CH:10]=[C:9]([CH3:11])[NH:8][C:7](=[O:12])[CH:6]=1)=[O:4].[CH3:13]OC(OC)N(C)C. The catalyst is CN(C=O)C. The product is [CH3:1][O:2][C:3]([C:5]1[CH:10]=[C:9]([CH3:11])[N:8]([CH3:13])[C:7](=[O:12])[CH:6]=1)=[O:4]. The yield is 0.490. (7) The reactants are [C:1](Cl)(=[O:3])[CH3:2].[Cl-].[Cl-].[Cl-].[Al+3].[O:9]1[C:18]2[C:13](=[CH:14][CH:15]=[CH:16][CH:17]=2)[CH2:12][CH2:11][CH2:10]1.Cl. The catalyst is C(Cl)Cl. The product is [O:9]1[C:18]2[C:13](=[CH:14][C:15]([C:1](=[O:3])[CH3:2])=[CH:16][CH:17]=2)[CH2:12][CH2:11][CH2:10]1. The yield is 0.640. (8) The product is [F:6][C:7]1[CH:25]=[CH:24][C:10]([CH2:11][O:12][C:13]2[N:18]=[CH:17][C:16]([CH2:19][C:20]3[CH:27]=[C:26]([C:28]4[C:29]([NH2:35])=[N:30][C:31]([NH2:34])=[CH:32][CH:33]=4)[O:22][N:21]=3)=[CH:15][CH:14]=2)=[CH:9][CH:8]=1. The yield is 0.765. The catalyst is O. The reactants are O1CCCC1.[F:6][C:7]1[CH:25]=[CH:24][C:10]([CH2:11][O:12][C:13]2[N:18]=[CH:17][C:16]([CH2:19][C:20](Cl)=[N:21][OH:22])=[CH:15][CH:14]=2)=[CH:9][CH:8]=1.[C:26]([C:28]1[C:29]([NH2:35])=[N:30][C:31]([NH2:34])=[CH:32][CH:33]=1)#[CH:27].C(N(CC)CC)C. (9) The reactants are [NH:1]1[CH:5]=[C:4]([C:6]2[C:7]3[CH:14]=[CH:13][N:12]([CH2:15][O:16][CH2:17][CH2:18][Si:19]([CH3:22])([CH3:21])[CH3:20])[C:8]=3[N:9]=[CH:10][N:11]=2)[CH:3]=[N:2]1.C(#N)C.[CH2:26]([O:28][CH:29]([O:39][CH2:40][CH3:41])[C:30]1[S:34][CH:33]=[C:32](/[CH:35]=[CH:36]/[C:37]#[N:38])[CH:31]=1)[CH3:27].C1CCN2C(=NCCC2)CC1. The catalyst is O. The product is [CH2:26]([O:28][CH:29]([O:39][CH2:40][CH3:41])[C:30]1[S:34][CH:33]=[C:32]([CH:35]([N:1]2[CH:5]=[C:4]([C:6]3[C:7]4[CH:14]=[CH:13][N:12]([CH2:15][O:16][CH2:17][CH2:18][Si:19]([CH3:22])([CH3:21])[CH3:20])[C:8]=4[N:9]=[CH:10][N:11]=3)[CH:3]=[N:2]2)[CH2:36][C:37]#[N:38])[CH:31]=1)[CH3:27]. The yield is 0.430.